From a dataset of Full USPTO retrosynthesis dataset with 1.9M reactions from patents (1976-2016). Predict the reactants needed to synthesize the given product. (1) Given the product [F:1][C:2]1[CH:25]=[CH:24][C:5]2[N:6]=[C:7]([N:18]3[CH2:23][CH2:22][N:21]([C:26](=[O:28])[CH3:27])[CH2:20][CH2:19]3)[C:8]3[C:13]4[CH:14]=[CH:15][CH:16]=[CH:17][C:12]=4[S:11][C:9]=3[NH:10][C:4]=2[CH:3]=1, predict the reactants needed to synthesize it. The reactants are: [F:1][C:2]1[CH:25]=[CH:24][C:5]2[N:6]=[C:7]([N:18]3[CH2:23][CH2:22][NH:21][CH2:20][CH2:19]3)[C:8]3[C:13]4[CH:14]=[CH:15][CH:16]=[CH:17][C:12]=4[S:11][C:9]=3[NH:10][C:4]=2[CH:3]=1.[C:26](O)(=[O:28])[CH3:27].C(N(CC)CC)C. (2) Given the product [Cl:19][CH2:20][CH2:21][CH2:22][O:23][C:24]1[CH:33]=[C:32]2[C:27]([C:28]([NH:34][C:35]3[CH:36]=[N:37][N:38]([CH2:40][C:41]([NH:47][C:46]4[C:45]([F:44])=[CH:51][CH:50]=[CH:49][C:48]=4[F:52])=[O:42])[CH:39]=3)=[N:29][CH:30]=[N:31]2)=[CH:26][CH:25]=1, predict the reactants needed to synthesize it. The reactants are: [Cl-].COC1C=C(OC)NN([N+]2(C)CCOCC2)N=1.[Cl:19][CH2:20][CH2:21][CH2:22][O:23][C:24]1[CH:33]=[C:32]2[C:27]([C:28]([NH:34][C:35]3[CH:36]=[N:37][N:38]([CH2:40][C:41](O)=[O:42])[CH:39]=3)=[N:29][CH:30]=[N:31]2)=[CH:26][CH:25]=1.[F:44][C:45]1[CH:51]=[CH:50][CH:49]=[C:48]([F:52])[C:46]=1[NH2:47].O. (3) Given the product [F:1][C:2]1[CH:7]=[C:6]([CH:5]=[C:4]([F:8])[C:3]=1[OH:9])[CH:22]=[O:23], predict the reactants needed to synthesize it. The reactants are: [F:1][C:2]1[CH:7]=[CH:6][CH:5]=[C:4]([F:8])[C:3]=1[OH:9].C1N2CN3CN(C2)CN1C3.FC(F)(F)[C:22](O)=[O:23]. (4) The reactants are: [F:1][C:2]1[CH:7]=[CH:6][C:5](Br)=[CH:4][CH:3]=1.C[Sn](C)(C)[C:11]1[CH:16]=[CH:15][CH:14]=[CH:13][CH:12]=1. Given the product [F:1][C:2]1[CH:7]=[CH:6][C:5]([C:11]2[CH:16]=[CH:15][CH:14]=[CH:13][CH:12]=2)=[CH:4][CH:3]=1, predict the reactants needed to synthesize it. (5) Given the product [CH3:1][O:2][C:3]1[CH:17]=[C:16]([O:18][CH3:19])[CH:15]=[CH:14][C:4]=1[CH2:5][N:6]1[C:10](=[O:11])[CH2:9][N:8]([CH2:32][C:28]2[CH:27]=[C:26]3[C:31]([C:22]([O:21][CH3:20])=[CH:23][CH:24]=[N:25]3)=[CH:30][CH:29]=2)[S:7]1(=[O:13])=[O:12], predict the reactants needed to synthesize it. The reactants are: [CH3:1][O:2][C:3]1[CH:17]=[C:16]([O:18][CH3:19])[CH:15]=[CH:14][C:4]=1[CH2:5][N:6]1[C:10](=[O:11])[CH2:9][NH:8][S:7]1(=[O:13])=[O:12].[CH3:20][O:21][C:22]1[C:31]2[C:26](=[CH:27][C:28]([CH2:32]O)=[CH:29][CH:30]=2)[N:25]=[CH:24][CH:23]=1.C(P(CCCC)CCCC)CCC.CN(C(/N=N/C(N(C)C)=O)=O)C. (6) Given the product [CH3:16][O:17][C:18]1[CH:19]=[C:20]([S:26]([NH:14][CH2:13][C:12]([C:3]2[CH:4]=[CH:5][C:6]3[C:11](=[CH:10][CH:9]=[CH:8][CH:7]=3)[CH:2]=2)=[O:15])(=[O:27])=[O:28])[CH:21]=[CH:22][C:23]=1[O:24][CH3:25], predict the reactants needed to synthesize it. The reactants are: [Cl-].[CH:2]1[C:11]2[C:6](=[CH:7][CH:8]=[CH:9][CH:10]=2)[CH:5]=[CH:4][C:3]=1[C:12](=[O:15])[CH2:13][NH3+:14].[CH3:16][O:17][C:18]1[CH:19]=[C:20]([S:26](Cl)(=[O:28])=[O:27])[CH:21]=[CH:22][C:23]=1[O:24][CH3:25].CCN(CC)CC. (7) Given the product [CH2:62]([O:18][C:17](=[O:19])[N:16]([CH2:15][C:26]1[CH:50]=[CH:49][C:29]2[N:30]([CH2:43][CH:44]3[CH2:48][CH2:47][CH2:46][N:45]3[C:51](=[O:54])[CH:52]=[CH2:53])[C:31]([NH:33][C:34](=[O:42])[C:35]3[CH:36]=[CH:37][C:38]([Cl:41])=[CH:39][CH:40]=3)=[N:32][C:28]=2[CH:27]=1)[C@H:20]([C:22]([CH3:24])([CH3:23])[CH3:25])[CH3:21])[C:56]1[CH:61]=[CH:60][CH:59]=[CH:58][CH:57]=1, predict the reactants needed to synthesize it. The reactants are: OC(C(F)(F)F)=O.C([CH:15]([C:26]1[CH:50]=[CH:49][C:29]2[N:30]([CH2:43][CH:44]3[CH2:48][CH2:47][CH2:46][NH:45]3)[C:31]([NH:33][C:34](=[O:42])[C:35]3[CH:40]=[CH:39][C:38]([Cl:41])=[CH:37][CH:36]=3)=[N:32][C:28]=2[CH:27]=1)[N:16]([C@H:20]([C:22]([CH3:25])([CH3:24])[CH3:23])[CH3:21])[C:17](=[O:19])[OH:18])C1C=CC=CC=1.[C:51](Cl)(=[O:54])[CH:52]=[CH2:53].[C:56]1([CH3:62])[CH:61]=[CH:60][CH:59]=[CH:58][CH:57]=1.C([O-])([O-])=O.[Cs+].[Cs+].